From a dataset of NCI-60 drug combinations with 297,098 pairs across 59 cell lines. Regression. Given two drug SMILES strings and cell line genomic features, predict the synergy score measuring deviation from expected non-interaction effect. Drug 1: C1=C(C(=O)NC(=O)N1)N(CCCl)CCCl. Drug 2: COC1=NC(=NC2=C1N=CN2C3C(C(C(O3)CO)O)O)N. Cell line: DU-145. Synergy scores: CSS=52.2, Synergy_ZIP=9.09, Synergy_Bliss=7.97, Synergy_Loewe=-12.6, Synergy_HSA=6.05.